From a dataset of Full USPTO retrosynthesis dataset with 1.9M reactions from patents (1976-2016). Predict the reactants needed to synthesize the given product. (1) The reactants are: C(OC([N:8]1[C:16]2[C:11](=[CH:12][C:13]([CH:17]=[O:18])=[CH:14][CH:15]=2)[CH:10]=[C:9]1[C:19]1[C:20](=[O:29])[NH:21]C2C(C=1)=CC=CC=2)=O)(C)(C)C.[CH3:30][C:31]([CH2:33][CH3:34])=[CH2:32].OP([O-])(O)=O.[Na+].Cl([O-])=[O:42].[Na+].[CH3:45][C:46](O)(C)C. Given the product [O:29]=[C:20]1[C:19]([C:9]2[NH:8][C:16]3[C:11]([CH:10]=2)=[CH:12][C:13]([C:17]([OH:18])=[O:42])=[CH:14][CH:15]=3)=[CH:30][C:31]2[C:32](=[CH:45][CH:46]=[CH:34][CH:33]=2)[NH:21]1, predict the reactants needed to synthesize it. (2) Given the product [ClH:31].[ClH:31].[CH3:1][C:2]1[C:3]([N:9]2[CH2:10][CH2:11][N:12]([C:15]([C:17]3[C:18]([CH3:30])=[CH:19][C:20]([N:23]4[CH2:27][CH2:26][N:25]([CH3:28])[C:24]4=[O:29])=[N:21][CH:22]=3)=[O:16])[CH2:13][CH2:14]2)=[N:4][CH:5]=[C:6]([CH3:8])[CH:7]=1, predict the reactants needed to synthesize it. The reactants are: [CH3:1][C:2]1[C:3]([N:9]2[CH2:14][CH2:13][N:12]([C:15]([C:17]3[C:18]([CH3:30])=[CH:19][C:20]([N:23]4[CH2:27][CH2:26][N:25]([CH3:28])[C:24]4=[O:29])=[N:21][CH:22]=3)=[O:16])[CH2:11][CH2:10]2)=[N:4][CH:5]=[C:6]([CH3:8])[CH:7]=1.[ClH:31].C(OCC)(=O)C. (3) The reactants are: C([O-])=O.[NH4+].C([N:12]1[CH2:17][CH2:16][O:15][CH:14]([CH2:18][OH:19])[CH2:13]1)C1C=CC=CC=1.[C:31]([O:30][C:28](O[C:28]([O:30][C:31]([CH3:34])([CH3:33])[CH3:32])=[O:29])=[O:29])([CH3:34])([CH3:33])[CH3:32].C(N(CC)CC)C. Given the product [C:31]([O:30][C:28]([N:12]1[CH2:17][CH2:16][O:15][CH:14]([CH2:18][OH:19])[CH2:13]1)=[O:29])([CH3:32])([CH3:33])[CH3:34], predict the reactants needed to synthesize it. (4) Given the product [Br:1][C:2]1[CH:7]=[CH:6][C:5]([NH:8][C:9]([C:11]2[NH:12][CH:13]=[C:14]([C:16]#[N:17])[N:15]=2)=[O:10])=[C:4]([C:26]2[CH2:31][CH2:30][CH2:29][CH2:28][CH:27]=2)[CH:3]=1, predict the reactants needed to synthesize it. The reactants are: [Br:1][C:2]1[CH:7]=[CH:6][C:5]([NH:8][C:9]([C:11]2[N:12](COCC[Si](C)(C)C)[CH:13]=[C:14]([C:16]#[N:17])[N:15]=2)=[O:10])=[C:4]([C:26]2[CH2:31][CH2:30][CH2:29][CH2:28][CH:27]=2)[CH:3]=1.CCO.C(O)(C(F)(F)F)=O.C(O)CC. (5) Given the product [CH3:18][O:17][C:15](=[O:16])[C:14]1[CH:13]=[CH:12][C:11]([CH2:10][N:9]([CH2:2][C:3]2[CH:4]=[CH:5][CH:6]=[CH:7][CH:8]=2)[S:35]([C:32]2[CH:33]=[CH:34][C:29]([Cl:28])=[CH:30][CH:31]=2)(=[O:37])=[O:36])=[CH:20][CH:19]=1, predict the reactants needed to synthesize it. The reactants are: Cl.[CH2:2]([NH:9][CH2:10][C:11]1[CH:20]=[CH:19][C:14]([C:15]([O:17][CH3:18])=[O:16])=[CH:13][CH:12]=1)[C:3]1[CH:8]=[CH:7][CH:6]=[CH:5][CH:4]=1.C(N(CC)CC)C.[Cl:28][C:29]1[CH:34]=[CH:33][C:32]([S:35](Cl)(=[O:37])=[O:36])=[CH:31][CH:30]=1. (6) Given the product [F:18][C:19]1[CH:20]=[CH:21][C:22]([N:25]2[C:33]3[C:28](=[CH:29][C:30]([NH:34][CH2:5][C@@H:3]([NH:4][S:6]([C:9]4[CH:14]=[CH:13][CH:12]=[CH:11][C:10]=4[N+:15]([O-:17])=[O:16])(=[O:8])=[O:7])[CH2:1][CH3:2])=[CH:31][CH:32]=3)[CH:27]=[N:26]2)=[CH:23][CH:24]=1, predict the reactants needed to synthesize it. The reactants are: [CH2:1]([CH:3]1[CH2:5][N@@:4]1[S:6]([C:9]1[CH:14]=[CH:13][CH:12]=[CH:11][C:10]=1[N+:15]([O-:17])=[O:16])(=[O:8])=[O:7])[CH3:2].[F:18][C:19]1[CH:24]=[CH:23][C:22]([N:25]2[C:33]3[C:28](=[CH:29][C:30]([NH2:34])=[CH:31][CH:32]=3)[CH:27]=[N:26]2)=[CH:21][CH:20]=1.C(O)[C@H]1O[C@@H]2O[C@H]3[C@H](O)[C@@H](O)[C@@H](O[C@H]4[C@H](O)[C@@H](O)[C@@H](O[C@H]5[C@H](O)[C@@H](O)[C@@H](O[C@H]6[C@H](O)[C@@H](O)[C@@H](O[C@H]7[C@H](O)[C@@H](O)[C@@H](O[C@H]8[C@H](O)[C@@H](O)[C@@H](O[C@H]1[C@H](O)[C@H]2O)O[C@@H]8CO)O[C@@H]7CO)O[C@@H]6CO)O[C@@H]5CO)O[C@@H]4CO)O[C@@H]3CO.O.